Dataset: Full USPTO retrosynthesis dataset with 1.9M reactions from patents (1976-2016). Task: Predict the reactants needed to synthesize the given product. Given the product [Br:29][CH2:30][C:31]([NH:1][C:2]1[CH:7]=[CH:6][C:5]([C:8]([F:10])([F:11])[F:9])=[CH:4][C:3]=1[C:12](=[O:13])[C:14]1[CH:19]=[C:18]([Cl:20])[CH:17]=[CH:16][C:15]=1[O:21][CH3:22])=[O:32], predict the reactants needed to synthesize it. The reactants are: [NH2:1][C:2]1[CH:7]=[CH:6][C:5]([C:8]([F:11])([F:10])[F:9])=[CH:4][C:3]=1[C:12]([C:14]1[CH:19]=[C:18]([Cl:20])[CH:17]=[CH:16][C:15]=1[O:21][CH3:22])=[O:13].N1C=CC=CC=1.[Br:29][CH2:30][C:31](Br)=[O:32].